Dataset: Reaction yield outcomes from USPTO patents with 853,638 reactions. Task: Predict the reaction yield, written as a fraction of the theoretical maximum amount of product (1.0 means a 100% yield; for example, 0.34 means a 34% yield). (1) The product is [C:13]1([C:22]2[CH:23]=[CH:24][CH:25]=[CH:26][CH:27]=2)[CH:14]=[CH:15][CH:16]=[CH:17][C:18]=1[C:2]1[CH:11]=[CH:10][C:9]2[C:4](=[CH:5][CH:6]=[C:7]([Br:12])[CH:8]=2)[CH:3]=1. The yield is 0.580. The reactants are Br[C:2]1[CH:11]=[CH:10][C:9]2[C:4](=[CH:5][CH:6]=[C:7]([Br:12])[CH:8]=2)[CH:3]=1.[C:13]1([C:22]2[CH:27]=[CH:26][CH:25]=[CH:24][CH:23]=2)[C:14](B(O)O)=[CH:15][CH:16]=[CH:17][CH:18]=1.C(=O)([O-])[O-].[Na+].[Na+]. The catalyst is C1(C)C=CC=CC=1. (2) The catalyst is ClCCl. The product is [Cl:15][CH2:16][C:17]([NH:7][C:4]1[CH:5]=[CH:6][N:1]=[N:2][CH:3]=1)=[O:18]. The yield is 0.480. The reactants are [N:1]1[CH:6]=[CH:5][C:4]([NH2:7])=[CH:3][N:2]=1.C(N(CC)CC)C.[Cl:15][CH2:16][C:17](Cl)=[O:18]. (3) The reactants are C[O:2][C:3]1[CH:4]=[C:5]2[C:10](=[CH:11][CH:12]=1)[C:9]([O:13][C:14]1[CH:28]=[CH:27][C:17]([O:18][CH2:19][CH2:20][N:21]3[CH2:26][CH2:25][CH2:24][CH2:23][CH2:22]3)=[CH:16][CH:15]=1)=[C:8]([C:29]1[CH:34]=[CH:33][C:32]([S:35][CH3:36])=[C:31]([CH3:37])[CH:30]=1)[CH:7]=[CH:6]2.Cl.B(Br)(Br)Br.O. The catalyst is C(OCC)(=O)C.C(OCC)C. The product is [CH3:37][C:31]1[CH:30]=[C:29]([C:8]2[C:9]([O:13][C:14]3[CH:28]=[CH:27][C:17]([O:18][CH2:19][CH2:20][N:21]4[CH2:26][CH2:25][CH2:24][CH2:23][CH2:22]4)=[CH:16][CH:15]=3)=[C:10]3[C:5](=[CH:6][CH:7]=2)[CH:4]=[C:3]([OH:2])[CH:12]=[CH:11]3)[CH:34]=[CH:33][C:32]=1[S:35][CH3:36]. The yield is 0.920. (4) The reactants are [CH3:1][CH2:2][C:3]1[CH:8]=[C:7]([C:9]([CH3:11])=[O:10])[CH:6]=[CH:5][CH:4]=1.[Br:12]Br. The catalyst is O1CCOCC1. The product is [Br:12][CH2:11][C:9]([C:7]1[CH:6]=[CH:5][CH:4]=[C:3]([CH2:2][CH3:1])[CH:8]=1)=[O:10]. The yield is 0.680. (5) The reactants are F[C:2]1[C:3]([CH3:15])=[N:4][C:5]2[C:10]([N:11]=1)=[C:9]([C:12](=[O:14])[CH3:13])[CH:8]=[CH:7][CH:6]=2.[C:16]([NH2:20])([CH3:19])([CH3:18])[CH3:17]. The catalyst is CS(C)=O. The product is [C:16]([NH:20][C:2]1[C:3]([CH3:15])=[N:4][C:5]2[C:10]([N:11]=1)=[C:9]([C:12](=[O:14])[CH3:13])[CH:8]=[CH:7][CH:6]=2)([CH3:19])([CH3:18])[CH3:17]. The yield is 0.910.